Dataset: Full USPTO retrosynthesis dataset with 1.9M reactions from patents (1976-2016). Task: Predict the reactants needed to synthesize the given product. (1) The reactants are: CS(O[CH2:6][CH:7]1[O:11][C:10](=[O:12])[N:9]([C:13]2[CH:18]=[CH:17][C:16]([N:19]3[CH2:24][CH2:23][N:22]([C:25](=[O:33])[CH:26]=[CH:27][C:28]4[S:29][CH:30]=[CH:31][CH:32]=4)[CH2:21][CH2:20]3)=[C:15]([F:34])[CH:14]=2)[CH2:8]1)(=O)=O.[N-:35]=[N+:36]=[N-:37].[Na+]. Given the product [F:34][C:15]1[CH:14]=[C:13]([N:9]2[CH2:8][CH:7]([CH2:6][N:35]=[N+:36]=[N-:37])[O:11][C:10]2=[O:12])[CH:18]=[CH:17][C:16]=1[N:19]1[CH2:20][CH2:21][N:22]([C:25](=[O:33])[CH:26]=[CH:27][C:28]2[S:29][CH:30]=[CH:31][CH:32]=2)[CH2:23][CH2:24]1, predict the reactants needed to synthesize it. (2) Given the product [C:1]([O:4][CH:5]1[C:6](=[O:16])[O:7][CH:8]([CH2:11][O:12][C:13](=[O:15])[CH3:14])[CH2:9][CH2:10]1)(=[O:3])[CH3:2], predict the reactants needed to synthesize it. The reactants are: [C:1]([O:4][C:5]1[C:6](=[O:16])[O:7][C:8]([CH2:11][O:12][C:13](=[O:15])[CH3:14])=[CH:9][CH:10]=1)(=[O:3])[CH3:2].C(Cl)(Cl)Cl. (3) Given the product [CH2:37]([N:33]([CH2:34][CH2:35][CH3:36])[CH2:32][CH2:31][CH2:30][CH2:29][N:27]([CH:5]([C:6]1[CH:11]=[CH:10][C:9]([CH2:12][N:13]([CH2:21][C:22]2[NH:23][CH:24]=[CH:25][N:26]=2)[CH2:14][C:15]2[N:16]([CH3:20])[CH:17]=[CH:18][N:19]=2)=[CH:8][CH:7]=1)[C:4]([OH:40])=[O:3])[CH3:28])[CH2:38][CH3:39], predict the reactants needed to synthesize it. The reactants are: C([O:3][C:4](=[O:40])[CH:5]([N:27]([CH2:29][CH2:30][CH2:31][CH2:32][N:33]([CH2:37][CH2:38][CH3:39])[CH2:34][CH2:35][CH3:36])[CH3:28])[C:6]1[CH:11]=[CH:10][C:9]([CH2:12][N:13]([CH2:21][C:22]2[NH:23][CH:24]=[CH:25][N:26]=2)[CH2:14][C:15]2[N:16]([CH3:20])[CH:17]=[CH:18][N:19]=2)=[CH:8][CH:7]=1)C.